Dataset: Peptide-MHC class II binding affinity with 134,281 pairs from IEDB. Task: Regression. Given a peptide amino acid sequence and an MHC pseudo amino acid sequence, predict their binding affinity value. This is MHC class II binding data. The peptide sequence is FNDIIHSIINMDADV. The MHC is DRB1_1302 with pseudo-sequence DRB1_1302. The binding affinity (normalized) is 0.551.